Predict the product of the given reaction. From a dataset of Forward reaction prediction with 1.9M reactions from USPTO patents (1976-2016). (1) Given the reactants C([O:3][C:4]([C:6]1([F:19])[CH2:11][CH2:10][N:9]([C:12]([O:14][C:15]([CH3:18])([CH3:17])[CH3:16])=[O:13])[CH2:8][CH2:7]1)=O)C.[Li+].[BH4-], predict the reaction product. The product is: [C:15]([O:14][C:12]([N:9]1[CH2:8][CH2:7][C:6]([F:19])([CH2:4][OH:3])[CH2:11][CH2:10]1)=[O:13])([CH3:18])([CH3:16])[CH3:17]. (2) Given the reactants [Br:1][C:2]1[CH:3]=[CH:4][C:5]([Cl:26])=[C:6]([CH:25]=1)[C:7]([C:9]1[CH:10]=[CH:11][C:12]2[O:17][CH2:16][CH2:15][N:14]([C:18](=[O:23])[C:19]([F:22])([F:21])[F:20])[C:13]=2[CH:24]=1)=O.[SiH](CC)(CC)CC.B(F)(F)F.CCOCC, predict the reaction product. The product is: [Br:1][C:2]1[CH:3]=[CH:4][C:5]([Cl:26])=[C:6]([CH:25]=1)[CH2:7][C:9]1[CH:10]=[CH:11][C:12]2[O:17][CH2:16][CH2:15][N:14]([C:18](=[O:23])[C:19]([F:21])([F:22])[F:20])[C:13]=2[CH:24]=1.